Predict which catalyst facilitates the given reaction. From a dataset of Catalyst prediction with 721,799 reactions and 888 catalyst types from USPTO. (1) Reactant: [C:1]1([C:7]2([C:10]#[N:11])[CH2:9][CH2:8]2)[CH:6]=[CH:5][CH:4]=[CH:3][CH:2]=1.[H-].[Al+3].[Li+].[H-].[H-].[H-]. Product: [C:1]1([C:7]2([CH2:10][NH2:11])[CH2:8][CH2:9]2)[CH:6]=[CH:5][CH:4]=[CH:3][CH:2]=1. The catalyst class is: 7. (2) Reactant: [CH3:1][O:2][C:3](=[O:18])[C@H:4]([CH2:11][C:12]1[CH:17]=[CH:16][CH:15]=[CH:14][CH:13]=1)[NH:5][C:6](=[O:10])[C@H:7]([CH3:9])[NH2:8].C(N[C@H:27]([C:29]([OH:31])=O)[CH3:28])(OC(C)(C)C)=O.CO[C:34](=O)[C@H:35]([CH2:37][C:38]1C=C[CH:41]=[CH:40][CH:39]=1)N. Product: [CH3:1][O:2][C:3](=[O:18])[C@H:4]([CH2:11][C:12]1[CH:17]=[CH:16][CH:15]=[CH:14][CH:13]=1)[NH:5][C:6](=[O:10])[C@H:7]([CH3:9])[NH:8][C:29](=[O:31])[CH2:27][CH2:28][CH:34]=[CH:35][CH2:37][CH2:38][CH2:39][CH2:40][CH3:41]. The catalyst class is: 100.